From a dataset of Catalyst prediction with 721,799 reactions and 888 catalyst types from USPTO. Predict which catalyst facilitates the given reaction. (1) Reactant: [O:1]=[C:2]1[C:10](=[CH:11][C:12]2[NH:13][C:14]3[CH2:15][CH2:16][CH2:17][CH2:18][C:19]=3[C:20]=2[CH2:21][CH2:22][C:23]([OH:25])=O)[C:9]2[C:4](=[CH:5][CH:6]=[CH:7][CH:8]=2)[NH:3]1.[C:26](N1C=CN=C1)([N:28]1C=CN=[CH:29]1)=O.CNC.O. Product: [CH3:26][N:28]([CH3:29])[C:23](=[O:25])[CH2:22][CH2:21][C:20]1[C:19]2[CH2:18][CH2:17][CH2:16][CH2:15][C:14]=2[NH:13][C:12]=1[CH:11]=[C:10]1[C:9]2[C:4](=[CH:5][CH:6]=[CH:7][CH:8]=2)[NH:3][C:2]1=[O:1]. The catalyst class is: 9. (2) Reactant: [H-].[Na+].[C:3]([O:9][CH2:10][CH3:11])(=[O:8])[CH2:4][C:5]([O-:7])=[O:6].[Br:12][C:13]1[CH:14]=[C:15]([N+:20]([O-:22])=[O:21])[C:16](Cl)=[N:17][CH:18]=1.[CH3:23][C:24](O)=O. Product: [CH2:10]([O:9][C:3](=[O:8])[CH:4]([C:16]1[C:15]([N+:20]([O-:22])=[O:21])=[CH:14][C:13]([Br:12])=[CH:18][N:17]=1)[C:5]([O:7][CH2:23][CH3:24])=[O:6])[CH3:11]. The catalyst class is: 3. (3) Reactant: [C:1]([C:3]1[N:7]2[CH:8]=[CH:9][CH:10]=[C:11]([NH:12][C:13]3[CH:18]=[CH:17][C:16]([S:19]([CH3:22])(=[O:21])=[O:20])=[CH:15][CH:14]=3)[C:6]2=[N:5][CH:4]=1)#[CH:2].I[C:24]1[CH:25]=[C:26]([CH:40]=[CH:41][C:42]=1[CH3:43])[C:27]([NH:29][C:30]1[CH:35]=[C:34]([C:36]([F:39])([F:38])[F:37])[CH:33]=[CH:32][N:31]=1)=[O:28].C(N(C(C)C)CC)(C)C. Product: [CH3:43][C:42]1[CH:24]=[CH:25][C:26]([C:27]([NH:29][C:30]2[CH:35]=[C:34]([C:36]([F:37])([F:38])[F:39])[CH:33]=[CH:32][N:31]=2)=[O:28])=[CH:40][C:41]=1[C:2]#[C:1][C:3]1[N:7]2[CH:8]=[CH:9][CH:10]=[C:11]([NH:12][C:13]3[CH:18]=[CH:17][C:16]([S:19]([CH3:22])(=[O:21])=[O:20])=[CH:15][CH:14]=3)[C:6]2=[N:5][CH:4]=1. The catalyst class is: 128. (4) Reactant: [Br:1][C:2]1[CH:7]=[CH:6][C:5]([NH2:8])=[CH:4][C:3]=1[F:9].[N+]([C:13]1[CH:18]=CC=C[CH:14]=1)([O-])=O.S(=O)(=O)(O)O. Product: [Br:1][C:2]1[C:3]([F:9])=[C:4]2[C:5](=[CH:6][CH:7]=1)[N:8]=[CH:18][CH:13]=[CH:14]2. The catalyst class is: 610. (5) Reactant: [CH:1]([C:4]1[CH:5]=[C:6]([CH:19]=[CH:20][C:21]=1[O:22][CH3:23])[O:7][C:8]1[C:16]([Cl:17])=[CH:15][C:11]([CH:12]=[N:13][OH:14])=[CH:10][C:9]=1[Cl:18])([CH3:3])[CH3:2].C([O-])([O-])=O.[Cs+].[Cs+].[CH3:30][CH2:31][O:32][C:33]([CH2:35]Br)=[O:34]. Product: [Cl:18][C:9]1[CH:10]=[C:11]([CH:15]=[C:16]([Cl:17])[C:8]=1[O:7][C:6]1[CH:19]=[CH:20][C:21]([O:22][CH3:23])=[C:4]([CH:1]([CH3:3])[CH3:2])[CH:5]=1)[CH:12]=[N:13][O:14][CH2:35][C:33]([O:32][CH2:31][CH3:30])=[O:34]. The catalyst class is: 39. (6) Reactant: [Cl:1][C:2]1[C:3]([NH:17][C:18]2[CH:26]=[CH:25][CH:24]=[CH:23][C:19]=2[C:20]([OH:22])=O)=[CH:4][C:5]([NH:8][C:9]2[N:13]([CH2:14][CH3:15])[N:12]=[C:11]([CH3:16])[CH:10]=2)=[N:6][CH:7]=1.C1C=C[C:30]2[N:35]([OH:36])N=NC=2C=1.C(Cl)CCl.CNO.CCN(C(C)C)C(C)C. Product: [Cl:1][C:2]1[C:3]([NH:17][C:18]2[CH:26]=[CH:25][CH:24]=[CH:23][C:19]=2[C:20]([N:35]([OH:36])[CH3:30])=[O:22])=[CH:4][C:5]([NH:8][C:9]2[N:13]([CH2:14][CH3:15])[N:12]=[C:11]([CH3:16])[CH:10]=2)=[N:6][CH:7]=1. The catalyst class is: 9.